The task is: Predict the reactants needed to synthesize the given product.. This data is from Full USPTO retrosynthesis dataset with 1.9M reactions from patents (1976-2016). Given the product [OH:22][C:17]1[N:18]=[CH:19][C:14]([N:12]2[C:11]3[C@@H:10]4[CH2:21][C@@H:9]4[CH2:8][C:7]=3[C:6]([C:4]([OH:3])=[O:5])=[N:13]2)=[N:15][CH:16]=1, predict the reactants needed to synthesize it. The reactants are: C([O:3][C:4]([C:6]1[C:7]2[CH2:8][C@H:9]3[CH2:21][C@H:10]3[C:11]=2[N:12]([C:14]2[CH:19]=[N:18][C:17](Br)=[CH:16][N:15]=2)[N:13]=1)=[O:5])C.[OH-:22].[Na+].